This data is from Peptide-MHC class II binding affinity with 134,281 pairs from IEDB. The task is: Regression. Given a peptide amino acid sequence and an MHC pseudo amino acid sequence, predict their binding affinity value. This is MHC class II binding data. (1) The peptide sequence is TTEEQKLIEDINVGF. The MHC is DRB1_1201 with pseudo-sequence DRB1_1201. The binding affinity (normalized) is 0.275. (2) The peptide sequence is AGAWRTAAVELARAL. The MHC is HLA-DPA10301-DPB10402 with pseudo-sequence HLA-DPA10301-DPB10402. The binding affinity (normalized) is 0.543. (3) The peptide sequence is GLRSDTTLLRALGAQ. The MHC is DRB1_0901 with pseudo-sequence DRB1_0901. The binding affinity (normalized) is 0.309. (4) The binding affinity (normalized) is 0.159. The peptide sequence is QAVELTARLNSLGEA. The MHC is HLA-DPA10201-DPB10501 with pseudo-sequence HLA-DPA10201-DPB10501. (5) The peptide sequence is FFRNVVWLIKKNSTYPT. The MHC is DRB1_1501 with pseudo-sequence DRB1_1501. The binding affinity (normalized) is 0.305. (6) The peptide sequence is KKCDESVLTRLEAWLTE. The MHC is DRB1_0404 with pseudo-sequence DRB1_0404. The binding affinity (normalized) is 0.744.